This data is from Full USPTO retrosynthesis dataset with 1.9M reactions from patents (1976-2016). The task is: Predict the reactants needed to synthesize the given product. (1) Given the product [O:1]1[CH2:2][CH2:3][N:4]([C:7]2[CH:13]=[CH:12][C:10]([NH:11][C:15]3[N:16]=[C:17]([OH:34])[C:18]4[CH:24]=[CH:23][N:22]=[C:21]([C:25]5[CH:30]=[CH:29][CH:28]=[C:27]([N+:31]([O-:33])=[O:32])[CH:26]=5)[C:19]=4[N:20]=3)=[CH:9][CH:8]=2)[CH2:5][CH2:6]1, predict the reactants needed to synthesize it. The reactants are: [O:1]1[CH2:6][CH2:5][N:4]([C:7]2[CH:13]=[CH:12][C:10]([NH2:11])=[CH:9][CH:8]=2)[CH2:3][CH2:2]1.Cl[C:15]1[N:16]=[C:17]([OH:34])[C:18]2[CH:24]=[CH:23][N:22]=[C:21]([C:25]3[CH:30]=[CH:29][CH:28]=[C:27]([N+:31]([O-:33])=[O:32])[CH:26]=3)[C:19]=2[N:20]=1.C(O)(C(F)(F)F)=O. (2) Given the product [C:1]([C:5]1[CH:9]=[C:8]([NH:10][C:31]([NH:30][C:24]2[CH:25]=[CH:26][CH:27]=[C:28]([Cl:29])[C:23]=2[Cl:22])=[O:32])[N:7]([C:11]2[CH:20]=[C:19]3[C:14]([CH2:15][CH2:16][NH:17][C:18]3=[S:21])=[CH:13][CH:12]=2)[N:6]=1)([CH3:4])([CH3:2])[CH3:3], predict the reactants needed to synthesize it. The reactants are: [C:1]([C:5]1[CH:9]=[C:8]([NH2:10])[N:7]([C:11]2[CH:20]=[C:19]3[C:14]([CH2:15][CH2:16][NH:17][C:18]3=[S:21])=[CH:13][CH:12]=2)[N:6]=1)([CH3:4])([CH3:3])[CH3:2].[Cl:22][C:23]1[C:28]([Cl:29])=[CH:27][CH:26]=[CH:25][C:24]=1[N:30]=[C:31]=[O:32].N1C=CC=CC=1. (3) The reactants are: [OH:1][C:2]([CH3:34])([CH3:33])[CH2:3][C@@:4]1([C:27]2[CH:32]=[CH:31][CH:30]=[CH:29][CH:28]=2)[O:8][C:7](=[O:9])[N:6]([C@H:10]([C:12]2[CH:17]=[CH:16][C:15](B3OC(C)(C)C(C)(C)O3)=[CH:14][CH:13]=2)[CH3:11])[CH2:5]1.I[C:36]1[CH:41]=[CH:40][N:39]([CH3:42])[C:38](=[O:43])[CH:37]=1.C([O-])([O-])=O.[Cs+].[Cs+].O. Given the product [OH:1][C:2]([CH3:34])([CH3:33])[CH2:3][C@@:4]1([C:27]2[CH:28]=[CH:29][CH:30]=[CH:31][CH:32]=2)[O:8][C:7](=[O:9])[N:6]([C@H:10]([C:12]2[CH:17]=[CH:16][C:15]([C:36]3[CH:41]=[CH:40][N:39]([CH3:42])[C:38](=[O:43])[CH:37]=3)=[CH:14][CH:13]=2)[CH3:11])[CH2:5]1, predict the reactants needed to synthesize it. (4) Given the product [OH:37][CH2:36][C:34]([N:2]1[CH2:6][CH2:5][C@@H:4]([NH:7][C:8]([C:10]2[C:14]3[N:15]=[CH:16][N:17]=[C:18]([C:19]4[CH:24]=[C:23]([O:25][CH3:26])[C:22]([F:27])=[CH:21][C:20]=4[O:28][CH2:29][CH:30]4[CH2:31][CH2:32]4)[C:13]=3[NH:12][CH:11]=2)=[O:9])[CH2:3]1)=[O:35], predict the reactants needed to synthesize it. The reactants are: Cl.[NH:2]1[CH2:6][CH2:5][C@@H:4]([NH:7][C:8]([C:10]2[C:14]3[N:15]=[CH:16][N:17]=[C:18]([C:19]4[CH:24]=[C:23]([O:25][CH3:26])[C:22]([F:27])=[CH:21][C:20]=4[O:28][CH2:29][CH:30]4[CH2:32][CH2:31]4)[C:13]=3[NH:12][CH:11]=2)=[O:9])[CH2:3]1.Cl[C:34]([CH2:36][O:37]C(=O)C)=[O:35]. (5) Given the product [CH2:21]([O:24][C:18]1[C:13]([NH:12][S:9]([C:3]2[CH:4]=[CH:5][CH:6]=[C:7]([Cl:8])[C:2]=2[Cl:1])(=[O:11])=[O:10])=[N:14][CH:15]=[C:16]([Cl:20])[N:17]=1)[CH:22]=[CH2:23], predict the reactants needed to synthesize it. The reactants are: [Cl:1][C:2]1[C:7]([Cl:8])=[CH:6][CH:5]=[CH:4][C:3]=1[S:9]([NH:12][C:13]1[C:18](Cl)=[N:17][C:16]([Cl:20])=[CH:15][N:14]=1)(=[O:11])=[O:10].[CH2:21]([OH:24])[CH:22]=[CH2:23]. (6) Given the product [NH2:12][C:8]1[CH:9]=[C:10]([F:11])[C:2]([Br:1])=[C:3]2[C:7]=1[C:6](=[O:15])[N:5]([CH3:16])[CH2:4]2, predict the reactants needed to synthesize it. The reactants are: [Br:1][C:2]1[C:10]([F:11])=[CH:9][C:8]([N+:12]([O-])=O)=[C:7]2[C:3]=1[CH2:4][N:5]([CH3:16])[C:6]2=[O:15].Cl.O. (7) Given the product [O:49]=[C:11]1[CH2:12][CH2:13][CH2:14][N:15]1[CH:10]([CH3:46])[C:42]([NH:25][C:26]1[CH:38]=[CH:37][C:29]([C:30]([O:32][C:33]([CH3:34])([CH3:35])[CH3:36])=[O:31])=[CH:28][CH:27]=1)=[O:43], predict the reactants needed to synthesize it. The reactants are: CN(C(ON1N=N[C:11]2[CH:12]=[CH:13][CH:14]=[N:15][C:10]1=2)=[N+](C)C)C.F[P-](F)(F)(F)(F)F.[NH2:25][C:26]1[CH:38]=[CH:37][C:29]([C:30]([O:32][C:33]([CH3:36])([CH3:35])[CH3:34])=[O:31])=[CH:28][CH:27]=1.CN1CC[O:43][CH2:42]C1.[C:46](#N)C.[OH2:49]. (8) The reactants are: [C:1]([O:5][C:6]([N:8]([CH3:13])[CH2:9][C:10]([OH:12])=[O:11])=[O:7])([CH3:4])([CH3:3])[CH3:2].C1(N=C=NC2CCCCC2)CCCCC1.[CH2:29]([N:36]1[C:48]2[C:47]3[CH:46]=[CH:45][CH:44]=[CH:43][C:42]=3[N:41]=[C:40](N)[C:39]=2[N:38]=[CH:37]1)[C:30]1[CH:35]=[CH:34][CH:33]=[CH:32][CH:31]=1. Given the product [C:6]([N:8]([CH2:9][C:10]([OH:12])=[O:11])[CH3:13])([O:5][C:1]([CH3:3])([CH3:4])[CH3:2])=[O:7].[CH2:29]([N:36]1[C:48]2[C:47]3[CH:46]=[CH:45][CH:44]=[CH:43][C:42]=3[N:41]=[C:40]([C:6]([NH2:8])=[O:5])[C:39]=2[N:38]=[CH:37]1)[C:30]1[CH:35]=[CH:34][CH:33]=[CH:32][CH:31]=1, predict the reactants needed to synthesize it.